From a dataset of M1 muscarinic receptor antagonist screen with 61,756 compounds. Binary Classification. Given a drug SMILES string, predict its activity (active/inactive) in a high-throughput screening assay against a specified biological target. The drug is O=C/1C(CC=C)=CC=CC1=C\Nc1[nH]ncn1. The result is 0 (inactive).